Dataset: Full USPTO retrosynthesis dataset with 1.9M reactions from patents (1976-2016). Task: Predict the reactants needed to synthesize the given product. Given the product [Cl:1][CH2:2][CH2:3][CH2:4][O:5][C:6]1[CH:11]=[CH:10][C:9]([S:12]([NH:21][CH2:16][C:17]([CH3:20])([CH3:19])[CH3:18])(=[O:14])=[O:13])=[CH:8][CH:7]=1, predict the reactants needed to synthesize it. The reactants are: [Cl:1][CH2:2][CH2:3][CH2:4][O:5][C:6]1[CH:11]=[CH:10][C:9]([S:12](Cl)(=[O:14])=[O:13])=[CH:8][CH:7]=1.[CH2:16]([NH2:21])[C:17]([CH3:20])([CH3:19])[CH3:18].C(N(CC)CC)C.Cl.